This data is from Full USPTO retrosynthesis dataset with 1.9M reactions from patents (1976-2016). The task is: Predict the reactants needed to synthesize the given product. (1) Given the product [CH3:12][C:9]1[CH:8]=[CH:7][C:6]2[C:11](=[C:2]([C:20]3[CH:19]([CH3:18])[C:23]([CH3:24])=[C:22]([CH3:25])[C:21]=3[CH3:26])[CH:3]=[CH:4][CH:5]=2)[N:10]=1, predict the reactants needed to synthesize it. The reactants are: Br[C:2]1[CH:3]=[CH:4][CH:5]=[C:6]2[C:11]=1[N:10]=[C:9]([CH3:12])[CH:8]=[CH:7]2.[Li]CCCC.[CH3:18][C:19]1[C:20](=O)[CH:21]([CH3:26])[CH:22]([CH3:25])[C:23]=1[CH3:24].Cl.N. (2) The reactants are: [CH2:1]([O:3][C:4](=[O:32])[CH2:5][N:6]([CH2:17][C:18]([N:20]([N:22]1[CH2:30][C:29]2[C:24](=[CH:25][CH:26]=[CH:27][C:28]=2[F:31])[CH2:23]1)[CH3:21])=[O:19])[C:7]1[CH:8]=[C:9]2[C:13](=[CH:14][C:15]=1[CH3:16])[NH:12][N:11]=[CH:10]2)[CH3:2].FC(F)(F)S(O[CH2:39][CH:40]([F:42])[F:41])(=O)=O. Given the product [CH2:1]([O:3][C:4](=[O:32])[CH2:5][N:6]([C:7]1[CH:8]=[C:9]2[C:13](=[CH:14][C:15]=1[CH3:16])[N:12]([CH2:39][CH:40]([F:42])[F:41])[N:11]=[CH:10]2)[CH2:17][C:18]([N:20]([N:22]1[CH2:30][C:29]2[C:24](=[CH:25][CH:26]=[CH:27][C:28]=2[F:31])[CH2:23]1)[CH3:21])=[O:19])[CH3:2], predict the reactants needed to synthesize it. (3) Given the product [C:1]([O:5][C:6]([N:7]([CH3:8])[C@@H:9]([CH3:10])[C:11]([NH:12][C@@H:13]([CH:14]([CH3:16])[CH3:15])[C:17]([N:19]1[C:23]2=[N:24][CH:25]=[CH:26][CH:27]=[C:22]2[CH2:21][C@H:20]1[CH2:28][O:29][S:39]([C:42]1[CH:48]=[CH:47][C:45]([CH3:46])=[CH:44][CH:43]=1)(=[O:41])=[O:40])=[O:18])=[O:30])=[O:31])([CH3:2])([CH3:4])[CH3:3].[C:1]([O:5][C:6]([N:7]([CH3:8])[C@@H:9]([CH3:10])[C:11]([NH:12][C@@H:13]([CH:14]([CH3:16])[CH3:15])[C:17]([N:19]1[C:23]2=[N:24][CH:25]=[CH:26][CH:27]=[C:22]2[CH2:21][C@@H:20]1[CH2:28][O:29][S:39]([C:42]1[CH:48]=[CH:47][C:45]([CH3:46])=[CH:44][CH:43]=1)(=[O:41])=[O:40])=[O:18])=[O:30])=[O:31])([CH3:2])([CH3:4])[CH3:3], predict the reactants needed to synthesize it. The reactants are: [C:1]([O:5][C:6](=[O:31])[N:7]([C@H:9]([C:11](=[O:30])[NH:12][C@H:13]([C:17]([N:19]1[C:23]2=[N:24][CH:25]=[CH:26][CH:27]=[C:22]2[CH2:21][CH:20]1[CH2:28][OH:29])=[O:18])[CH:14]([CH3:16])[CH3:15])[CH3:10])[CH3:8])([CH3:4])([CH3:3])[CH3:2].C(N(CC)CC)C.[S:39](Cl)([C:42]1[CH:48]=[CH:47][C:45]([CH3:46])=[CH:44][CH:43]=1)(=[O:41])=[O:40].